The task is: Regression. Given a peptide amino acid sequence and an MHC pseudo amino acid sequence, predict their binding affinity value. This is MHC class II binding data.. This data is from Peptide-MHC class II binding affinity with 134,281 pairs from IEDB. (1) The peptide sequence is AAALGIGTDSVILIK. The MHC is H-2-IAd with pseudo-sequence H-2-IAd. The binding affinity (normalized) is 0. (2) The peptide sequence is QFKPEEITGIMKDFD. The MHC is HLA-DQA10501-DQB10201 with pseudo-sequence HLA-DQA10501-DQB10201. The binding affinity (normalized) is 0.447. (3) The peptide sequence is KIIGGIGGFIKVRQYDQILI. The MHC is DRB3_0101 with pseudo-sequence DRB3_0101. The binding affinity (normalized) is 0.285. (4) The peptide sequence is PETEKAEEVEKIEKT. The MHC is DRB1_0405 with pseudo-sequence DRB1_0405. The binding affinity (normalized) is 0.158. (5) The peptide sequence is AIPKVPPGPNITATY. The MHC is HLA-DQA10102-DQB10602 with pseudo-sequence HLA-DQA10102-DQB10602. The binding affinity (normalized) is 0.0490.